Task: Predict the reactants needed to synthesize the given product.. Dataset: Full USPTO retrosynthesis dataset with 1.9M reactions from patents (1976-2016) (1) Given the product [Br:1][C:2]1[CH:3]=[CH:4][C:5]([Cl:13])=[C:6]2[C:10]=1[N:9]([CH3:11])[N:8]=[CH:7]2, predict the reactants needed to synthesize it. The reactants are: [Br:1][C:2]1[CH:3]=[CH:4][C:5]([Cl:13])=[C:6]2[C:10]=1[N:9]([CH3:11])[N:8]=[C:7]2N.N(OC(C)(C)C)=O. (2) Given the product [Cl:1][C:2]1[CH:3]=[CH:4][C:5]([OH:10])=[C:6]([CH:9]=1)[C:7]#[N:11], predict the reactants needed to synthesize it. The reactants are: [Cl:1][C:2]1[CH:3]=[CH:4][C:5]([OH:10])=[C:6]([CH:9]=1)[CH:7]=O.[NH2:11]OS(O)(=O)=O. (3) Given the product [Si:25]([O:15][CH2:14][C@@H:9]1[CH2:10][C@@H:11]([OH:13])[CH2:12][N:8]1[C:1]([O:3][C:4]([CH3:7])([CH3:6])[CH3:5])=[O:2])([C:21]([CH3:24])([CH3:23])[CH3:22])([C:32]1[CH:33]=[CH:34][CH:35]=[CH:36][CH:37]=1)[C:26]1[CH:31]=[CH:30][CH:29]=[CH:28][CH:27]=1, predict the reactants needed to synthesize it. The reactants are: [C:1]([N:8]1[CH2:12][C@H:11]([OH:13])[CH2:10][C@H:9]1[CH2:14][OH:15])([O:3][C:4]([CH3:7])([CH3:6])[CH3:5])=[O:2].N1C=CN=C1.[C:21]([Si:25](Cl)([C:32]1[CH:37]=[CH:36][CH:35]=[CH:34][CH:33]=1)[C:26]1[CH:31]=[CH:30][CH:29]=[CH:28][CH:27]=1)([CH3:24])([CH3:23])[CH3:22].C(=O)(O)[O-].[Na+]. (4) Given the product [CH2:25]([NH:24][CH2:23][C:12]1([C:15]2[CH:20]=[CH:19][CH:18]=[C:17]([O:21][CH3:22])[CH:16]=2)[CH2:13][CH2:14][N:9]([C:4]2[CH:5]=[CH:6][CH:7]=[CH:8][C:3]=2[O:2][CH3:1])[CH2:10][CH2:11]1)[C:26]1[CH:31]=[CH:30][CH:29]=[CH:28][CH:27]=1, predict the reactants needed to synthesize it. The reactants are: [CH3:1][O:2][C:3]1[CH:8]=[CH:7][CH:6]=[CH:5][C:4]=1[N:9]1[CH2:14][CH2:13][C:12]([CH2:23][NH2:24])([C:15]2[CH:20]=[CH:19][CH:18]=[C:17]([O:21][CH3:22])[CH:16]=2)[CH2:11][CH2:10]1.[CH:25](=O)[C:26]1[CH:31]=[CH:30][CH:29]=[CH:28][CH:27]=1.C(O[BH-](OC(=O)C)OC(=O)C)(=O)C.[Na+].C(O)(=O)C.C(=O)([O-])O.[Na+]. (5) Given the product [O:25]=[C:23]1[C:32]2=[CH:33][C:34]3[CH:35]=[CH:36][C:37]([C:40]([O:42][CH2:43][CH3:44])=[O:41])=[CH:38][C:39]=3[N:31]2[CH2:30][C:18]2([CH2:17][CH2:16][NH:15][CH2:20][CH2:19]2)[CH2:21][NH:22]1, predict the reactants needed to synthesize it. The reactants are: FC(F)(F)C(O)=O.C(OC([N:15]1[CH2:20][CH2:19][C:18]([CH2:30][N:31]2[C:39]3[C:34](=[CH:35][CH:36]=[C:37]([C:40]([O:42][CH2:43][CH3:44])=[O:41])[CH:38]=3)[CH:33]=[C:32]2C(OCC)=O)([CH2:21][NH:22][C:23]([O:25]C(C)(C)C)=O)[CH2:17][CH2:16]1)=O)(C)(C)C.C([O-])([O-])=O.[K+].[K+].